The task is: Binary Classification. Given a T-cell receptor sequence (or CDR3 region) and an epitope sequence, predict whether binding occurs between them.. This data is from TCR-epitope binding with 47,182 pairs between 192 epitopes and 23,139 TCRs. (1) The epitope is NEGVKAAW. The TCR CDR3 sequence is CASSPLIRGLNEKLFF. Result: 0 (the TCR does not bind to the epitope). (2) The epitope is TPRVTGGGAM. The TCR CDR3 sequence is CASSVGPGNTIYF. Result: 1 (the TCR binds to the epitope).